This data is from Full USPTO retrosynthesis dataset with 1.9M reactions from patents (1976-2016). The task is: Predict the reactants needed to synthesize the given product. Given the product [CH2:1]([O:8][C:9]1[CH:14]=[C:13]([O:15][CH2:16][C:17]2[CH:22]=[CH:21][CH:20]=[CH:19][CH:18]=2)[C:12]([CH:23]([CH3:25])[CH3:24])=[CH:11][C:10]=1[C:26]1[O:30][N:29]=[C:28]([C:31]([NH:33][CH2:34][CH3:35])=[O:32])[C:27]=1[C:36]1[N:37]=[C:45]([SH:46])[O:39][N:38]=1)[C:2]1[CH:7]=[CH:6][CH:5]=[CH:4][CH:3]=1, predict the reactants needed to synthesize it. The reactants are: [CH2:1]([O:8][C:9]1[CH:14]=[C:13]([O:15][CH2:16][C:17]2[CH:22]=[CH:21][CH:20]=[CH:19][CH:18]=2)[C:12]([CH:23]([CH3:25])[CH3:24])=[CH:11][C:10]=1[C:26]1[O:30][N:29]=[C:28]([C:31]([NH:33][CH2:34][CH3:35])=[O:32])[C:27]=1[C:36](=[N:38][OH:39])[NH2:37])[C:2]1[CH:7]=[CH:6][CH:5]=[CH:4][CH:3]=1.C1N=CN([C:45](N2C=NC=C2)=[S:46])C=1.